This data is from Forward reaction prediction with 1.9M reactions from USPTO patents (1976-2016). The task is: Predict the product of the given reaction. Given the reactants C([C:3]1[CH:12]=[C:11]2[C:6]([C:7](=[O:13])CC[O:10]2)=[CH:5][CH:4]=1)=C.C[N+]1([O-])[CH2:20][CH2:19][O:18][CH2:17][CH2:16]1.[OH2:22], predict the reaction product. The product is: [OH:22][CH:12]([C:3]1[CH:20]=[C:19]2[C:6]([C:7](=[O:13])[CH2:16][CH2:17][O:18]2)=[CH:5][CH:4]=1)[CH2:11][OH:10].